Dataset: Full USPTO retrosynthesis dataset with 1.9M reactions from patents (1976-2016). Task: Predict the reactants needed to synthesize the given product. (1) Given the product [F:1][C:2]([F:21])([F:20])/[CH:3]=[CH:4]/[C:5]([N:7]1[CH2:12][CH2:11][N:10]([C:13]2[CH:18]=[C:17]([CH3:19])[CH:16]=[CH:15][N:14]=2)[CH2:9][CH2:8]1)=[S:31], predict the reactants needed to synthesize it. The reactants are: [F:1][C:2]([F:21])([F:20])/[CH:3]=[CH:4]/[C:5]([N:7]1[CH2:12][CH2:11][N:10]([C:13]2[CH:18]=[C:17]([CH3:19])[CH:16]=[CH:15][N:14]=2)[CH2:9][CH2:8]1)=O.COC1C=CC(P2(SP(C3C=CC(OC)=CC=3)(=S)S2)=[S:31])=CC=1. (2) Given the product [ClH:23].[CH:13]([NH:12][C:8]1[N:9]=[CH:10][C:11]2[CH:2]([OH:1])[CH2:3][NH:4][CH2:5][C:6]=2[N:7]=1)([CH3:15])[CH3:14], predict the reactants needed to synthesize it. The reactants are: [OH:1][CH:2]1[C:11]2[CH:10]=[N:9][C:8]([NH:12][CH:13]([CH3:15])[CH3:14])=[N:7][C:6]=2[CH2:5][N:4](C(OC(C)(C)C)=O)[CH2:3]1.[ClH:23].